From a dataset of NCI-60 drug combinations with 297,098 pairs across 59 cell lines. Regression. Given two drug SMILES strings and cell line genomic features, predict the synergy score measuring deviation from expected non-interaction effect. (1) Drug 1: C1CC(=O)NC(=O)C1N2CC3=C(C2=O)C=CC=C3N. Drug 2: CCN(CC)CCNC(=O)C1=C(NC(=C1C)C=C2C3=C(C=CC(=C3)F)NC2=O)C. Cell line: 786-0. Synergy scores: CSS=-1.23, Synergy_ZIP=5.22, Synergy_Bliss=-0.152, Synergy_Loewe=-3.40, Synergy_HSA=-3.39. (2) Drug 1: CC1CCC2CC(C(=CC=CC=CC(CC(C(=O)C(C(C(=CC(C(=O)CC(OC(=O)C3CCCCN3C(=O)C(=O)C1(O2)O)C(C)CC4CCC(C(C4)OC)OCCO)C)C)O)OC)C)C)C)OC. Drug 2: C1CC(=O)NC(=O)C1N2C(=O)C3=CC=CC=C3C2=O. Cell line: UACC62. Synergy scores: CSS=4.25, Synergy_ZIP=-2.47, Synergy_Bliss=-1.43, Synergy_Loewe=-13.6, Synergy_HSA=-2.14.